Dataset: Peptide-MHC class II binding affinity with 134,281 pairs from IEDB. Task: Regression. Given a peptide amino acid sequence and an MHC pseudo amino acid sequence, predict their binding affinity value. This is MHC class II binding data. (1) The peptide sequence is VDIMVRDGQLTIKAE. The MHC is DRB1_1501 with pseudo-sequence DRB1_1501. The binding affinity (normalized) is 0.386. (2) The peptide sequence is LRDDQRKVFRELVRN. The MHC is HLA-DQA10303-DQB10402 with pseudo-sequence HLA-DQA10303-DQB10402. The binding affinity (normalized) is 0.530. (3) The peptide sequence is GFPVRPQVPLRPMTYKGAFDL. The MHC is HLA-DPA10103-DPB10301 with pseudo-sequence HLA-DPA10103-DPB10301. The binding affinity (normalized) is 0.366. (4) The peptide sequence is LLFCALASSCQVAFS. The MHC is DRB1_0405 with pseudo-sequence DRB1_0405. The binding affinity (normalized) is 0.479. (5) The peptide sequence is CTKNNSHHYIRVGNE. The MHC is DRB1_0101 with pseudo-sequence DRB1_0101. The binding affinity (normalized) is 0.659. (6) The MHC is HLA-DQA10301-DQB10301 with pseudo-sequence HLA-DQA10301-DQB10301. The binding affinity (normalized) is 0.609. The peptide sequence is ALRVIAGALEVHAVK.